This data is from Full USPTO retrosynthesis dataset with 1.9M reactions from patents (1976-2016). The task is: Predict the reactants needed to synthesize the given product. (1) Given the product [O:7]=[C:6]1[CH2:18][C:17]2[C:22](=[CH:23][CH:14]=[CH:15][CH:16]=2)[O:21][C:5]1=[O:9].[O:21]1[C:22]2[C:17](=[CH:16][C:15]3[CH2:25][CH2:26][CH2:27][CH2:28][C:12](=[O:11])[CH2:13][C:14]=3[CH:23]=2)[CH:18]=[CH:19][C:20]1=[O:24], predict the reactants needed to synthesize it. The reactants are: CS(C)=O.[C:5](Cl)(=[O:9])[C:6](Cl)=[O:7].[OH:11][CH:12]1[CH2:28][CH2:27][CH2:26][CH2:25][C:15]2[CH:16]=[C:17]3[C:22](=[CH:23][C:14]=2[CH2:13]1)[O:21][C:20](=[O:24])[CH:19]=[CH:18]3.C(N(CC)CC)C. (2) Given the product [CH3:1][C:2]1[CH:3]=[CH:4][C:5]([S:8]([O:11][CH2:12][CH2:13][CH:14]2[CH2:18][C:17]3([CH2:19][CH2:23][CH2:20]3)[C:16](=[O:21])[O:15]2)(=[O:10])=[O:9])=[CH:6][CH:7]=1, predict the reactants needed to synthesize it. The reactants are: [CH3:1][C:2]1[CH:7]=[CH:6][C:5]([S:8]([O:11][CH2:12][CH2:13][CH:14]2[CH2:18][C:17]([CH3:20])([CH3:19])[C:16](=[O:21])[O:15]2)(=[O:10])=[O:9])=[CH:4][CH:3]=1.O[CH2:23]CC1CC2(CCC2)C(=O)O1.OCCC1OC(=O)C(C)(C)C1. (3) Given the product [Br:12][C:7]1[C:8](=[O:11])[CH2:9][CH2:10][C:6]=1[O:5][CH2:1][CH:2]([CH3:4])[CH3:3], predict the reactants needed to synthesize it. The reactants are: [CH2:1]([O:5][C:6]1[CH2:10][CH2:9][C:8](=[O:11])[CH:7]=1)[CH:2]([CH3:4])[CH3:3].[Br:12]N1C(=O)CCC1=O. (4) Given the product [C:1]([C:3]1[CH:8]=[CH:7][C:6]([N:10]2[CH2:15][CH2:14][NH:13][CH2:12][CH2:11]2)=[CH:5][CH:4]=1)#[N:2], predict the reactants needed to synthesize it. The reactants are: [C:1]([C:3]1[CH:8]=[CH:7][C:6](Cl)=[CH:5][CH:4]=1)#[N:2].[NH:10]1[CH2:15][CH2:14][NH:13][CH2:12][CH2:11]1.CC(C)([O-])C.[Na+].